From a dataset of CYP3A4 inhibition data for predicting drug metabolism from PubChem BioAssay. Regression/Classification. Given a drug SMILES string, predict its absorption, distribution, metabolism, or excretion properties. Task type varies by dataset: regression for continuous measurements (e.g., permeability, clearance, half-life) or binary classification for categorical outcomes (e.g., BBB penetration, CYP inhibition). Dataset: cyp3a4_veith. (1) The molecule is COc1cccc(-c2ccc3ncnc(Nc4ccccc4)c3c2)c1. The result is 1 (inhibitor). (2) The molecule is Cc1ccccc1-c1cncnc1NCCN1CCOCC1. The result is 1 (inhibitor). (3) The compound is C[C@H]1CC[C@@H]2[C@@H](C)C(=O)O[C@H]3O[C@@]4(C)CC[C@H]1[C@@]32OO4. The result is 0 (non-inhibitor). (4) The molecule is CC(=O)Nc1nnc(CCN2CCCCC2)s1. The result is 0 (non-inhibitor). (5) The molecule is Cc1onc(-c2ccccc2Cl)c1C(=O)NCC(=O)O. The result is 0 (non-inhibitor). (6) The drug is CCOC(=O)c1cnc2cc(-c3ccc(C(C)(C)C)cc3)nn2c1N. The result is 0 (non-inhibitor). (7) The drug is c1ccc(CNc2ncnc3ccc(-c4cccnc4)cc23)cc1. The result is 1 (inhibitor). (8) The drug is COc1ccc(C(Cl)=C(c2ccc(OC)cc2)c2ccc(OC)cc2)cc1. The result is 0 (non-inhibitor).